This data is from Full USPTO retrosynthesis dataset with 1.9M reactions from patents (1976-2016). The task is: Predict the reactants needed to synthesize the given product. (1) Given the product [N:19]1([CH2:18][C:15]2[CH:16]=[CH:17][C:12]([CH2:11][N:9]3[CH:10]=[C:3]4[C:4]([N:5]=[CH:6][N:7]=[C:2]4[NH:34][CH2:33][C:27]4[CH:28]=[CH:29][C:30]([O:31][CH3:32])=[C:25]([Cl:24])[CH:26]=4)=[N:8]3)=[CH:13][CH:14]=2)[CH:23]=[CH:22][CH:21]=[N:20]1, predict the reactants needed to synthesize it. The reactants are: Cl[C:2]1[C:3]2[C:4](=[N:8][N:9]([CH2:11][C:12]3[CH:17]=[CH:16][C:15]([CH2:18][N:19]4[CH:23]=[CH:22][CH:21]=[N:20]4)=[CH:14][CH:13]=3)[CH:10]=2)[N:5]=[CH:6][N:7]=1.[Cl:24][C:25]1[CH:26]=[C:27]([CH2:33][NH2:34])[CH:28]=[CH:29][C:30]=1[O:31][CH3:32]. (2) The reactants are: [Cl:1][C:2]1[CH:3]=[C:4]2[C:12](=[O:13])[C:11]3[CH:14]=[C:15]([CH:18]([OH:21])CO)[CH:16]=[CH:17][C:10]=3[CH:9]=[CH:8][C:5]2=[N:6][CH:7]=1.I([O-])(=O)(=O)=O.[Na+]. Given the product [Cl:1][C:2]1[CH:3]=[C:4]2[C:12](=[O:13])[C:11]3[CH:14]=[C:15]([CH:18]=[O:21])[CH:16]=[CH:17][C:10]=3[CH:9]=[CH:8][C:5]2=[N:6][CH:7]=1, predict the reactants needed to synthesize it. (3) Given the product [CH3:2][O:3][C:4]1[CH:5]=[C:6]([C:12]2[C@@H:21]3[C@@H:16]([CH2:17][CH2:18][CH2:19][CH2:20]3)[C:15](=[O:22])[N:14]([CH:23]3[CH2:24][CH2:25][N:26]([C:38](=[O:39])[CH2:37][NH:36][C:34](=[O:35])[O:33][C:29]([CH3:30])([CH3:31])[CH3:32])[CH2:27][CH2:28]3)[N:13]=2)[CH:7]=[CH:8][C:9]=1[O:10][CH3:11], predict the reactants needed to synthesize it. The reactants are: Cl.[CH3:2][O:3][C:4]1[CH:5]=[C:6]([C:12]2[C@@H:21]3[C@@H:16]([CH2:17][CH2:18][CH2:19][CH2:20]3)[C:15](=[O:22])[N:14]([CH:23]3[CH2:28][CH2:27][NH:26][CH2:25][CH2:24]3)[N:13]=2)[CH:7]=[CH:8][C:9]=1[O:10][CH3:11].[C:29]([O:33][C:34]([NH:36][CH2:37][C:38](O)=[O:39])=[O:35])([CH3:32])([CH3:31])[CH3:30].CN(C(ON1N=NC2C=CC=CC1=2)=[N+](C)C)C.F[P-](F)(F)(F)(F)F.CCN(C(C)C)C(C)C.C(=O)(O)[O-].[Na+]. (4) Given the product [ClH:32].[ClH:32].[CH3:30][O:29][C:26]1[CH:25]=[CH:24][C:23]([C:21]2[CH:22]=[C:13]([S:10]([CH2:9][CH2:8][NH2:7])(=[O:12])=[O:11])[C:14]3[CH:15]=[CH:16][N:17]=[CH:18][C:19]=3[CH:20]=2)=[CH:28][CH:27]=1, predict the reactants needed to synthesize it. The reactants are: C(OC(=O)[NH:7][CH2:8][CH2:9][S:10]([C:13]1[C:14]2[CH:15]=[CH:16][N:17]=[CH:18][C:19]=2[CH:20]=[C:21]([C:23]2[CH:28]=[CH:27][C:26]([O:29][CH3:30])=[CH:25][CH:24]=2)[CH:22]=1)(=[O:12])=[O:11])(C)(C)C.[ClH:32].